Dataset: Full USPTO retrosynthesis dataset with 1.9M reactions from patents (1976-2016). Task: Predict the reactants needed to synthesize the given product. (1) Given the product [C:17]([O:25][CH2:6][CH2:7][N:3]([CH3:1])[CH3:4])(=[O:18])[C:16]([CH3:20])=[CH2:15], predict the reactants needed to synthesize it. The reactants are: [CH:1]([N:3]1[CH2:7][CH2:6]C[C:4]1=O)=C.CN(CCC[CH:15]=[C:16]([CH3:20])[C:17](N)=[O:18])C.CC(C(NCCC[N+](C)(C)C)=[O:25])=C.C=CN1C(=O)CCC1.[Cl-]. (2) Given the product [F:25][C:17]1[CH:18]=[C:19]([O:23][CH3:24])[CH:20]=[C:21]([F:22])[C:16]=1[C:8]1[C:7]([CH2:6][O:5][C:16]2[C:21]([F:22])=[CH:20][C:19]([CH2:28][CH2:27][C:26]([OH:30])=[O:29])=[CH:18][C:17]=2[F:25])=[C:11]([C:12]([F:15])([F:14])[F:13])[S:10][N:9]=1, predict the reactants needed to synthesize it. The reactants are: CS([O:5][CH2:6][C:7]1[C:8]([C:16]2[C:21]([F:22])=[CH:20][C:19]([O:23][CH3:24])=[CH:18][C:17]=2[F:25])=[N:9][S:10][C:11]=1[C:12]([F:15])([F:14])[F:13])(=O)=O.[C:26]([O-:30])(=[O:29])[CH2:27][CH3:28]. (3) The reactants are: [Cl:1][C:2]1[CH:8]=[C:7]([Cl:9])[C:6]([O:10][CH3:11])=[CH:5][C:3]=1[NH2:4].[H-].[Na+].Cl[C:15]1[C:20]([C:21]#[N:22])=[CH:19][N:18]=[C:17]2[S:23][C:24]([I:26])=[CH:25][C:16]=12. Given the product [Cl:1][C:2]1[CH:8]=[C:7]([Cl:9])[C:6]([O:10][CH3:11])=[CH:5][C:3]=1[NH:4][C:15]1[C:20]([C:21]#[N:22])=[CH:19][N:18]=[C:17]2[S:23][C:24]([I:26])=[CH:25][C:16]=12, predict the reactants needed to synthesize it.